From a dataset of Catalyst prediction with 721,799 reactions and 888 catalyst types from USPTO. Predict which catalyst facilitates the given reaction. (1) Reactant: [CH3:1][O:2][C:3]1[CH:4]=[C:5]2[C:10](=[CH:11][C:12]=1[O:13][CH3:14])[N:9]=[CH:8][N:7]=[C:6]2[O:15][C:16]1[CH:22]=[CH:21][C:19]([NH2:20])=[C:18]([N+:23]([O-:25])=[O:24])[CH:17]=1.ClC(Cl)(O[C:30](=[O:36])OC(Cl)(Cl)Cl)Cl.[CH2:38]([NH2:41])[CH2:39][CH3:40].CO. Product: [CH3:1][O:2][C:3]1[CH:4]=[C:5]2[C:10](=[CH:11][C:12]=1[O:13][CH3:14])[N:9]=[CH:8][N:7]=[C:6]2[O:15][C:16]1[CH:22]=[CH:21][C:19]([NH:20][C:30]([NH:41][CH2:38][CH2:39][CH3:40])=[O:36])=[C:18]([N+:23]([O-:25])=[O:24])[CH:17]=1. The catalyst class is: 542. (2) Reactant: Cl.[F:2][C@@:3]12[C@:16]3([CH3:17])[C:11](=[CH:12][C:13](=[O:18])[CH:14]=[CH:15]3)[C@@H:10]([F:19])[CH2:9][C@H:8]1[C@@H:7]1[CH2:20][C@@H:21]3[C@:25]([C:26](=[O:32])[CH2:27][O:28][C:29](=[O:31])[CH3:30])([C@@:6]1([CH3:33])[CH2:5][C@@H:4]2[OH:34])[CH2:24][NH:23][CH2:22]3.FC(F)(F)S(O[C:41]1[CH:46]=[CH:45][CH:44]=[CH:43][C:42]=1[Si](C)(C)C)(=O)=O.[F-].[Cs+]. Product: [F:2][C@@:3]12[C@:16]3([CH3:17])[C:11](=[CH:12][C:13](=[O:18])[CH:14]=[CH:15]3)[C@@H:10]([F:19])[CH2:9][C@H:8]1[C@@H:7]1[CH2:20][C@@H:21]3[C@:25]([C:26](=[O:32])[CH2:27][O:28][C:29](=[O:31])[CH3:30])([C@@:6]1([CH3:33])[CH2:5][C@@H:4]2[OH:34])[CH2:24][N:23]([C:41]1[CH:46]=[CH:45][CH:44]=[CH:43][CH:42]=1)[CH2:22]3. The catalyst class is: 47. (3) Reactant: [CH2:1]([O:8][C:9]1[CH:14]=[CH:13][CH:12]=[CH:11][C:10]=1[C:15]1[N:16]=[C:17]([NH:38][CH2:39][C:40]2[CH:45]=[CH:44][C:43]([O:46][CH3:47])=[CH:42][C:41]=2[O:48][CH3:49])[C:18](=[O:37])[N:19]([CH:21]2[CH2:26][CH2:25][CH2:24][N:23](C(OCC3C=CC=CC=3)=O)[CH2:22]2)[CH:20]=1)[C:2]1[CH:7]=[CH:6][CH:5]=[CH:4][CH:3]=1.C1CCC=CC=1.C(O)(=O)C. Product: [CH2:1]([O:8][C:9]1[CH:14]=[CH:13][CH:12]=[CH:11][C:10]=1[C:15]1[N:16]=[C:17]([NH:38][CH2:39][C:40]2[CH:45]=[CH:44][C:43]([O:46][CH3:47])=[CH:42][C:41]=2[O:48][CH3:49])[C:18](=[O:37])[N:19]([CH:21]2[CH2:26][CH2:25][CH2:24][NH:23][CH2:22]2)[CH:20]=1)[C:2]1[CH:7]=[CH:6][CH:5]=[CH:4][CH:3]=1. The catalyst class is: 29. (4) Reactant: [CH2:1]([N:8]1[C:12]([CH2:14][Br:15])(O)[C:11]([CH2:16][CH2:17][CH2:18][CH2:19][CH2:20][CH2:21][CH3:22])=[CH:10][C:9]1=[O:23])[C:2]1[CH:7]=[CH:6][CH:5]=[CH:4][CH:3]=1.C(N1CC=C(CCCCC(=CBr)CC)C1=O)C1C=CC=CC=1.C1(C)C=CC(S(O)(=O)=O)=CC=1. Product: [CH2:1]([N:8]1[C:12](=[CH:14][Br:15])[C:11]([CH2:16][CH2:17][CH2:18][CH2:19][CH2:20][CH2:21][CH3:22])=[CH:10][C:9]1=[O:23])[C:2]1[CH:3]=[CH:4][CH:5]=[CH:6][CH:7]=1. The catalyst class is: 11. (5) Reactant: [OH-].[Na+].[Cl:3][C:4]1[CH:13]=[CH:12][C:7]([C:8]([O:10]C)=[O:9])=[C:6]([NH:14][CH2:15][CH2:16][CH3:17])[CH:5]=1. Product: [Cl:3][C:4]1[CH:13]=[CH:12][C:7]([C:8]([OH:10])=[O:9])=[C:6]([NH:14][CH2:15][CH2:16][CH3:17])[CH:5]=1. The catalyst class is: 90.